From a dataset of NCI-60 drug combinations with 297,098 pairs across 59 cell lines. Regression. Given two drug SMILES strings and cell line genomic features, predict the synergy score measuring deviation from expected non-interaction effect. (1) Drug 1: CC1CCC2CC(C(=CC=CC=CC(CC(C(=O)C(C(C(=CC(C(=O)CC(OC(=O)C3CCCCN3C(=O)C(=O)C1(O2)O)C(C)CC4CCC(C(C4)OC)O)C)C)O)OC)C)C)C)OC. Drug 2: C1=CN(C=N1)CC(O)(P(=O)(O)O)P(=O)(O)O. Cell line: HT29. Synergy scores: CSS=8.28, Synergy_ZIP=4.24, Synergy_Bliss=8.72, Synergy_Loewe=6.49, Synergy_HSA=7.16. (2) Drug 1: C1=C(C(=O)NC(=O)N1)N(CCCl)CCCl. Drug 2: CC1=C2C(C(=O)C3(C(CC4C(C3C(C(C2(C)C)(CC1OC(=O)C(C(C5=CC=CC=C5)NC(=O)OC(C)(C)C)O)O)OC(=O)C6=CC=CC=C6)(CO4)OC(=O)C)O)C)O. Cell line: NCI-H226. Synergy scores: CSS=20.6, Synergy_ZIP=-11.5, Synergy_Bliss=-3.62, Synergy_Loewe=-9.30, Synergy_HSA=-1.10. (3) Synergy scores: CSS=30.3, Synergy_ZIP=-6.08, Synergy_Bliss=-1.54, Synergy_Loewe=-0.550, Synergy_HSA=1.66. Cell line: K-562. Drug 2: CN(C(=O)NC(C=O)C(C(C(CO)O)O)O)N=O. Drug 1: COC1=C(C=C2C(=C1)N=CN=C2NC3=CC(=C(C=C3)F)Cl)OCCCN4CCOCC4. (4) Drug 1: CCC1=CC2CC(C3=C(CN(C2)C1)C4=CC=CC=C4N3)(C5=C(C=C6C(=C5)C78CCN9C7C(C=CC9)(C(C(C8N6C)(C(=O)OC)O)OC(=O)C)CC)OC)C(=O)OC.C(C(C(=O)O)O)(C(=O)O)O. Drug 2: CC(C)CN1C=NC2=C1C3=CC=CC=C3N=C2N. Cell line: T-47D. Synergy scores: CSS=30.6, Synergy_ZIP=-4.77, Synergy_Bliss=1.29, Synergy_Loewe=1.55, Synergy_HSA=1.05. (5) Drug 1: CC1C(C(CC(O1)OC2CC(OC(C2O)C)OC3=CC4=CC5=C(C(=O)C(C(C5)C(C(=O)C(C(C)O)O)OC)OC6CC(C(C(O6)C)O)OC7CC(C(C(O7)C)O)OC8CC(C(C(O8)C)O)(C)O)C(=C4C(=C3C)O)O)O)O. Drug 2: C1C(C(OC1N2C=NC3=C2NC=NCC3O)CO)O. Cell line: SW-620. Synergy scores: CSS=37.3, Synergy_ZIP=3.35, Synergy_Bliss=1.28, Synergy_Loewe=-3.24, Synergy_HSA=-3.11. (6) Drug 1: C1CN1P(=S)(N2CC2)N3CC3. Drug 2: CC1=C2C(C(=O)C3(C(CC4C(C3C(C(C2(C)C)(CC1OC(=O)C(C(C5=CC=CC=C5)NC(=O)OC(C)(C)C)O)O)OC(=O)C6=CC=CC=C6)(CO4)OC(=O)C)O)C)O. Cell line: UO-31. Synergy scores: CSS=11.5, Synergy_ZIP=-2.86, Synergy_Bliss=-0.909, Synergy_Loewe=-0.903, Synergy_HSA=-1.75.